From a dataset of Reaction yield outcomes from USPTO patents with 853,638 reactions. Predict the reaction yield, written as a fraction of the theoretical maximum amount of product (1.0 means a 100% yield; for example, 0.34 means a 34% yield). (1) The reactants are [CH2:1]([CH:8]([C:16]([OH:18])=[O:17])[C:9]([CH2:14][CH3:15])(O)[C:10]([OH:12])=O)[C:2]1[CH:7]=[CH:6][CH:5]=[CH:4][CH:3]=1. The catalyst is C(OC(=O)C)(=O)C. The product is [CH2:1]([C:8]1[C:16]([O:18][C:10](=[O:12])[C:9]=1[CH2:14][CH3:15])=[O:17])[C:2]1[CH:3]=[CH:4][CH:5]=[CH:6][CH:7]=1. The yield is 0.790. (2) The product is [O:28]1[CH:27]=[CH:26][CH:25]=[C:24]1[CH2:23][NH:29][C:15]([C:13]1[CH:12]=[CH:11][C:9]2[N:10]=[CH:6][NH:7][C:8]=2[CH:14]=1)=[O:17]. The reactants are ClC1C=C(Cl)C=CC=1OC[C:6]1[NH:7][C:8]2[CH:14]=[C:13]([C:15]([OH:17])=O)[CH:12]=[CH:11][C:9]=2[N:10]=1.[CH2:23]([NH2:29])[C:24]1[O:28][CH:27]=[CH:26][CH:25]=1.C(Cl)CCl.C1C=CC2N(O)N=NC=2C=1.CCN(C(C)C)C(C)C. The catalyst is CN(CC1C=C(CN(C)C)C(O)=C(CN(C)C)C=1)C. The yield is 0.379. (3) The reactants are C[Si](C)(C)[N-][Si](C)(C)C.[Li+].[C:11]([O:15][C:16]([NH:18][C@H:19]1[CH2:23][C@@H:22]([C:24]([O:26][CH3:27])=[O:25])[CH:21]=[CH:20]1)=[O:17])([CH3:14])([CH3:13])[CH3:12].I[CH2:29][CH2:30][O:31][CH3:32]. The catalyst is O1CCCC1. The product is [C:11]([O:15][C:16]([NH:18][C@H:19]1[CH2:23][C@@:22]([CH2:29][CH2:30][O:31][CH3:32])([C:24]([O:26][CH3:27])=[O:25])[CH:21]=[CH:20]1)=[O:17])([CH3:14])([CH3:13])[CH3:12]. The yield is 0.230. (4) The catalyst is O.[Cu]I.CN(C=O)C. The yield is 0.670. The product is [C:1]([C:5]1[CH:10]=[C:9]([C:28]([F:34])([F:23])[F:33])[C:8]([N+:12]([O-:14])=[O:13])=[CH:7][C:6]=1[O:15][CH2:16][C:17]1[CH:22]=[CH:21][CH:20]=[CH:19][CH:18]=1)([CH3:4])([CH3:3])[CH3:2]. The reactants are [C:1]([C:5]1[CH:10]=[C:9](Br)[C:8]([N+:12]([O-:14])=[O:13])=[CH:7][C:6]=1[O:15][CH2:16][C:17]1[CH:22]=[CH:21][CH:20]=[CH:19][CH:18]=1)([CH3:4])([CH3:3])[CH3:2].[F-:23].[K+].[K+].[Br-].Cl[C:28]([F:34])([F:33])C(OC)=O. (5) The reactants are [N:1]1([C:10]2([C:15](Cl)=[O:16])[CH2:14][CH2:13][CH2:12][CH2:11]2)[C:5]2=[N:6][CH:7]=[CH:8][CH:9]=[C:4]2[CH:3]=[CH:2]1.[N+:18](=[CH2:20])=[N-:19].CNC(N)=O.[OH-].[K+]. The catalyst is O1CCCC1.CCOCC.CCCCCC.C(OCC)(=O)C. The product is [N+:18](=[CH:20][C:15]([C:10]1([N:1]2[C:5]3=[N:6][CH:7]=[CH:8][CH:9]=[C:4]3[CH:3]=[CH:2]2)[CH2:14][CH2:13][CH2:12][CH2:11]1)=[O:16])=[N-:19]. The yield is 0.900. (6) The reactants are [F:1][C:2]1[CH:7]=[CH:6][C:5]([CH:8]([N:10]2[CH2:15][CH2:14][CH2:13][CH:12]([CH:16]([OH:31])[C:17]3[CH:22]=[CH:21][C:20]([N:23]4[CH:27]=[C:26]([CH3:28])[N:25]=[CH:24]4)=[C:19]([O:29][CH3:30])[CH:18]=3)[C:11]2=[O:32])[CH3:9])=[CH:4][CH:3]=1.C1(C)C=CC=CC=1.[C:40](OC(=O)C)(=[O:42])[CH3:41].[OH-].[Na+]. The catalyst is CN(C)C1C=CN=CC=1.O.CO.O1CCCC1. The product is [F:1][C:2]1[CH:7]=[CH:6][C:5]([C@@H:8]([N:10]2[CH2:15][CH2:14][CH2:13][CH:12]([CH:16]([O:31][C:40](=[O:42])[CH3:41])[C:17]3[CH:22]=[CH:21][C:20]([N:23]4[CH:27]=[C:26]([CH3:28])[N:25]=[CH:24]4)=[C:19]([O:29][CH3:30])[CH:18]=3)[C:11]2=[O:32])[CH3:9])=[CH:4][CH:3]=1. The yield is 0.950. (7) The reactants are [OH:1][C:2]1[CH:3]=[C:4]([S:8][C:9]([CH3:15])([CH3:14])[C:10]([O:12][CH3:13])=[O:11])[CH:5]=[CH:6][CH:7]=1.[N+:16](C1OC(CO)=CC=1)([O-:18])=[O:17].[CH3:38][CH:37]([O:36][C:34](/N=N/[C:34]([O:36][CH:37]([CH3:39])[CH3:38])=O)=O)[CH3:39].[C:40]1(P([C:40]2[CH:45]=[CH:44][CH:43]=[CH:42][CH:41]=2)[C:40]2[CH:45]=[CH:44][CH:43]=[CH:42][CH:41]=2)[CH:45]=[CH:44][CH:43]=[CH:42][CH:41]=1.[CH2:59]1COCC1. No catalyst specified. The product is [N+:16]([C:40]1[CH:45]=[CH:44][C:43]([C:34]2[O:36][C:37]([CH2:38][O:1][C:2]3[CH:3]=[C:4]([S:8][C:9]([CH3:15])([CH3:14])[C:10]([O:12][CH3:13])=[O:11])[CH:5]=[CH:6][CH:7]=3)=[CH:39][CH:59]=2)=[CH:42][CH:41]=1)([O-:18])=[O:17]. The yield is 0.200.